Task: Regression. Given two drug SMILES strings and cell line genomic features, predict the synergy score measuring deviation from expected non-interaction effect.. Dataset: NCI-60 drug combinations with 297,098 pairs across 59 cell lines (1) Drug 1: C1=CC(=CC=C1CC(C(=O)O)N)N(CCCl)CCCl.Cl. Drug 2: C1=NC2=C(N1)C(=S)N=CN2. Cell line: MCF7. Synergy scores: CSS=20.0, Synergy_ZIP=-9.16, Synergy_Bliss=-7.55, Synergy_Loewe=-11.6, Synergy_HSA=-5.16. (2) Drug 1: CN1C(=O)N2C=NC(=C2N=N1)C(=O)N. Drug 2: CCC1(C2=C(COC1=O)C(=O)N3CC4=CC5=C(C=CC(=C5CN(C)C)O)N=C4C3=C2)O.Cl. Cell line: LOX IMVI. Synergy scores: CSS=47.7, Synergy_ZIP=-0.860, Synergy_Bliss=-1.68, Synergy_Loewe=-15.4, Synergy_HSA=1.15. (3) Drug 1: C1CCC(CC1)NC(=O)N(CCCl)N=O. Drug 2: CS(=O)(=O)OCCCCOS(=O)(=O)C. Cell line: OVCAR-4. Synergy scores: CSS=8.24, Synergy_ZIP=-1.29, Synergy_Bliss=4.54, Synergy_Loewe=2.41, Synergy_HSA=4.08. (4) Drug 1: CC1=C(C=C(C=C1)C(=O)NC2=CC(=CC(=C2)C(F)(F)F)N3C=C(N=C3)C)NC4=NC=CC(=N4)C5=CN=CC=C5. Drug 2: CCCCC(=O)OCC(=O)C1(CC(C2=C(C1)C(=C3C(=C2O)C(=O)C4=C(C3=O)C=CC=C4OC)O)OC5CC(C(C(O5)C)O)NC(=O)C(F)(F)F)O. Cell line: COLO 205. Synergy scores: CSS=54.4, Synergy_ZIP=-0.728, Synergy_Bliss=-4.74, Synergy_Loewe=-5.03, Synergy_HSA=-2.23.